Dataset: Peptide-MHC class II binding affinity with 134,281 pairs from IEDB. Task: Regression. Given a peptide amino acid sequence and an MHC pseudo amino acid sequence, predict their binding affinity value. This is MHC class II binding data. (1) The peptide sequence is DIFTNSRGKRASKGN. The MHC is DRB1_0405 with pseudo-sequence DRB1_0405. The binding affinity (normalized) is 0. (2) The peptide sequence is DSYIIVGRGDSRLTY. The MHC is DRB1_0701 with pseudo-sequence DRB1_0701. The binding affinity (normalized) is 0.425.